Dataset: Forward reaction prediction with 1.9M reactions from USPTO patents (1976-2016). Task: Predict the product of the given reaction. (1) Given the reactants [Cl:1][C:2]1[N:10]=[C:9]2[C:5]([N:6]([CH2:11][C@H:12]3[CH2:17][CH2:16][C@H:15]([CH3:18])[CH2:14][CH2:13]3)[CH:7]=[N:8]2)=[C:4](Cl)[N:3]=1.[Cl:20][C:21]1[CH:22]=[C:23](B(O)O)[CH:24]=[CH:25][CH:26]=1.C([O-])([O-])=O.[Na+].[Na+], predict the reaction product. The product is: [Cl:1][C:2]1[N:10]=[C:9]2[C:5]([N:6]([CH2:11][C@H:12]3[CH2:17][CH2:16][C@H:15]([CH3:18])[CH2:14][CH2:13]3)[CH:7]=[N:8]2)=[C:4]([C:25]2[CH:24]=[CH:23][CH:22]=[C:21]([Cl:20])[CH:26]=2)[N:3]=1. (2) Given the reactants Cl.[CH2:2]([N:9]1[C:17]2[C:12](=[CH:13][C:14]([NH:18][C:19]3[C:28]4[C:23](=[CH:24][C:25](I)=[CH:26][CH:27]=4)[N:22]=[CH:21][N:20]=3)=[CH:15][CH:16]=2)[CH:11]=[N:10]1)[C:3]1[CH:8]=[CH:7][CH:6]=[CH:5][CH:4]=1.[CH3:30][N:31]1[C:35]([Sn](CCCC)(CCCC)CCCC)=[CH:34][N:33]=[CH:32]1, predict the reaction product. The product is: [CH2:2]([N:9]1[C:17]2[C:12](=[CH:13][C:14]([NH:18][C:19]3[C:28]4[C:23](=[CH:24][C:25]([C:35]5[N:31]([CH3:30])[CH:32]=[N:33][CH:34]=5)=[CH:26][CH:27]=4)[N:22]=[CH:21][N:20]=3)=[CH:15][CH:16]=2)[CH:11]=[N:10]1)[C:3]1[CH:8]=[CH:7][CH:6]=[CH:5][CH:4]=1. (3) Given the reactants C(OC(=O)[NH:7][CH2:8][CH2:9][CH2:10][CH2:11][C:12]1[CH:17]=[CH:16][C:15]([NH:18][CH2:19][CH2:20][CH2:21][C:22](=[O:24])[NH2:23])=[CH:14][CH:13]=1)(C)(C)C, predict the reaction product. The product is: [NH2:7][CH2:8][CH2:9][CH2:10][CH2:11][C:12]1[CH:17]=[CH:16][C:15]([NH:18][CH2:19][CH2:20][CH2:21][C:22]([NH2:23])=[O:24])=[CH:14][CH:13]=1. (4) Given the reactants [CH2:1]([O:3][CH:4]([O:7][CH2:8][CH3:9])[CH2:5][OH:6])[CH3:2].C(=O)([O-])[O-].[Cs+].[Cs+].CN(C=O)C.[Br:21][C:22]1[CH:23]=[N:24][C:25](Cl)=[N:26][CH:27]=1, predict the reaction product. The product is: [Br:21][C:22]1[CH:23]=[N:24][C:25]([O:6][CH2:5][CH:4]([O:7][CH2:8][CH3:9])[O:3][CH2:1][CH3:2])=[N:26][CH:27]=1.